From a dataset of Catalyst prediction with 721,799 reactions and 888 catalyst types from USPTO. Predict which catalyst facilitates the given reaction. (1) The catalyst class is: 4. Reactant: [CH2:1]([O:5][C:6]1[CH:7]=[CH:8][C:9]([CH3:12])=[N:10][CH:11]=1)[CH2:2][CH2:3][CH3:4].ClC1C=C(C=CC=1)C(OO)=[O:18]. Product: [CH2:1]([O:5][C:6]1[CH:7]=[CH:8][C:9]([CH3:12])=[N+:10]([O-:18])[CH:11]=1)[CH2:2][CH2:3][CH3:4]. (2) Reactant: [F:1][C:2]([F:7])([F:6])[C:3]([OH:5])=[O:4].C(OC([NH:15][CH2:16][CH2:17][CH2:18][O:19][C:20]1[CH:21]=[C:22]2[C:26](=[CH:27][CH:28]=1)[C@H:25]([CH2:29][C:30]([O:32][CH2:33][CH3:34])=[O:31])[CH2:24][CH2:23]2)=O)(C)(C)C. The catalyst class is: 2. Product: [F:1][C:2]([F:7])([F:6])[C:3]([OH:5])=[O:4].[NH2:15][CH2:16][CH2:17][CH2:18][O:19][C:20]1[CH:21]=[C:22]2[C:26](=[CH:27][CH:28]=1)[C@H:25]([CH2:29][C:30]([O:32][CH2:33][CH3:34])=[O:31])[CH2:24][CH2:23]2. (3) Reactant: [CH3:1][O:2][C:3]1[C:4]([CH3:12])=[C:5]([CH:9]=[CH:10][CH:11]=1)[C:6]([OH:8])=[O:7].CC(O)=O.[Br:17]Br. Product: [Br:17][C:9]1[C:5]([C:6]([OH:8])=[O:7])=[C:4]([CH3:12])[C:3]([O:2][CH3:1])=[CH:11][CH:10]=1. The catalyst class is: 6. (4) Reactant: [Br:1][C:2]1[C:7]([N+:8]([O-])=O)=[CH:6][N:5]=[C:4]([C:11]([CH3:17])([CH3:16])[C:12]([F:15])([F:14])[F:13])[CH:3]=1.O.O.[Sn](Cl)Cl.C([O-])(O)=O.[Na+]. Product: [Br:1][C:2]1[CH:3]=[C:4]([C:11]([CH3:16])([CH3:17])[C:12]([F:13])([F:14])[F:15])[N:5]=[CH:6][C:7]=1[NH2:8]. The catalyst class is: 14. (5) Reactant: [Br:1][C:2]1[CH:10]=[CH:9][C:8]2[N:7]([CH3:11])[N:6]=[CH:5][C:4]=2[C:3]=1[OH:12].[CH:13]1([CH2:16]O)[CH2:15][CH2:14]1.C1(P(C2C=CC=CC=2)C2C=CC=CC=2)C=CC=CC=1.N(C(OC(C)C)=O)=NC(OC(C)C)=O.C(=O)(O)[O-].[Na+]. Product: [Br:1][C:2]1[C:3]([O:12][CH2:16][CH:13]2[CH2:15][CH2:14]2)=[C:4]2[C:8](=[CH:9][CH:10]=1)[N:7]([CH3:11])[N:6]=[CH:5]2. The catalyst class is: 7. (6) Reactant: [Cl:1][C:2]1[C:3]([C:23]2[N:27]3[CH:28]=[CH:29][CH:30]=[CH:31][C:26]3=[N:25][CH:24]=2)=[N:4][C:5]([NH:8][C:9]2[CH:14]=[CH:13][C:12]([N:15]3[CH2:20][CH2:19][NH:18][CH2:17][CH2:16]3)=[CH:11][C:10]=2[O:21][CH3:22])=[N:6][CH:7]=1.C(OC([N:39]1[CH2:43][CH2:42][CH2:41][C@H:40]1[C:44](O)=[O:45])=O)(C)(C)C.C(N(CC)C(C)C)(C)C.FC(F)(F)C(O)=O. Product: [Cl:1][C:2]1[C:3]([C:23]2[N:27]3[CH:28]=[CH:29][CH:30]=[CH:31][C:26]3=[N:25][CH:24]=2)=[N:4][C:5]([NH:8][C:9]2[CH:14]=[CH:13][C:12]([N:15]3[CH2:16][CH2:17][N:18]([C:44]([C@@H:40]4[CH2:41][CH2:42][CH2:43][NH:39]4)=[O:45])[CH2:19][CH2:20]3)=[CH:11][C:10]=2[O:21][CH3:22])=[N:6][CH:7]=1. The catalyst class is: 4.